From a dataset of Peptide-MHC class II binding affinity with 134,281 pairs from IEDB. Regression. Given a peptide amino acid sequence and an MHC pseudo amino acid sequence, predict their binding affinity value. This is MHC class II binding data. The binding affinity (normalized) is 0.351. The MHC is DRB1_0401 with pseudo-sequence DRB1_0401. The peptide sequence is SLILVSQYTPDSTPC.